This data is from Full USPTO retrosynthesis dataset with 1.9M reactions from patents (1976-2016). The task is: Predict the reactants needed to synthesize the given product. (1) Given the product [Cl:1][C:2]1[CH:3]=[C:4]([CH2:23][CH2:24][C:25]2[CH:33]=[CH:32][C:28]([C:29]([OH:31])=[O:30])=[CH:27][CH:26]=2)[CH:5]=[CH:6][C:7]=1[CH:8]([CH3:22])[C:9]([OH:21])([C:14]1[CH:19]=[CH:18][N:17]=[C:16]([CH3:20])[CH:15]=1)[C:10]([F:11])([F:12])[F:13], predict the reactants needed to synthesize it. The reactants are: [Cl:1][C:2]1[CH:3]=[C:4](/[CH:23]=[CH:24]/[C:25]2[CH:33]=[CH:32][C:28]([C:29]([OH:31])=[O:30])=[CH:27][CH:26]=2)[CH:5]=[CH:6][C:7]=1[CH:8]([CH3:22])[C:9]([OH:21])([C:14]1[CH:19]=[CH:18][N:17]=[C:16]([CH3:20])[CH:15]=1)[C:10]([F:13])([F:12])[F:11]. (2) Given the product [CH2:39]([O:46][C:47]1[CH:48]=[C:49]([NH:50][C:28]([NH:4][C:3]2[CH:5]=[CH:6][C:7]([O:9][C:10]3[C:11]4[N:18]([CH3:19])[CH:17]=[CH:16][C:12]=4[N:13]=[CH:14][N:15]=3)=[CH:8][C:2]=2[Cl:1])=[O:30])[CH:51]=[C:52]([C:54]([F:55])([F:56])[F:57])[CH:53]=1)[C:40]1[CH:41]=[CH:42][CH:43]=[CH:44][CH:45]=1, predict the reactants needed to synthesize it. The reactants are: [Cl:1][C:2]1[CH:8]=[C:7]([O:9][C:10]2[C:11]3[N:18]([CH3:19])[CH:17]=[CH:16][C:12]=3[N:13]=[CH:14][N:15]=2)[CH:6]=[CH:5][C:3]=1[NH2:4].C(N(CC)CC)C.Cl[C:28](Cl)([O:30]C(=O)OC(Cl)(Cl)Cl)Cl.[CH2:39]([O:46][C:47]1[CH:48]=[C:49]([CH:51]=[C:52]([C:54]([F:57])([F:56])[F:55])[CH:53]=1)[NH2:50])[C:40]1[CH:45]=[CH:44][CH:43]=[CH:42][CH:41]=1. (3) Given the product [CH2:1]([C:7]1[CH:8]=[C:9]([C:12]#[N:15])[S:10][CH:11]=1)[CH2:2][CH2:3][CH2:4][CH2:5][CH3:6], predict the reactants needed to synthesize it. The reactants are: [CH2:1]([C:7]1[CH:8]=[C:9]([CH:12]=O)[S:10][CH:11]=1)[CH2:2][CH2:3][CH2:4][CH2:5][CH3:6].Cl.[NH2:15]O. (4) The reactants are: [Cl:1][C:2]1[CH:7]=[CH:6][C:5]([C:8]2[CH:9]=[C:10]([NH2:19])[CH:11]=[N:12][C:13]=2[O:14][CH:15]2[CH2:18][CH2:17][CH2:16]2)=[CH:4][CH:3]=1.[CH3:20][C:21]1[CH:22]=[C:23]([C:27](O)=[O:28])[CH:24]=[N:25][CH:26]=1. Given the product [Cl:1][C:2]1[CH:7]=[CH:6][C:5]([C:8]2[CH:9]=[C:10]([NH:19][C:27](=[O:28])[C:23]3[CH:22]=[C:21]([CH3:20])[CH:26]=[N:25][CH:24]=3)[CH:11]=[N:12][C:13]=2[O:14][CH:15]2[CH2:18][CH2:17][CH2:16]2)=[CH:4][CH:3]=1, predict the reactants needed to synthesize it. (5) The reactants are: [Cl:1][C:2]1[CH:7]=[N:6][CH:5]=[C:4]2[S:8][C:9]([C:11]([O:13]C)=[O:12])=[CH:10][C:3]=12.[Li+].[OH-].Cl. Given the product [Cl:1][C:2]1[CH:7]=[N:6][CH:5]=[C:4]2[S:8][C:9]([C:11]([OH:13])=[O:12])=[CH:10][C:3]=12, predict the reactants needed to synthesize it. (6) Given the product [OH:2][C:1]1[CH:9]=[C:7]([OH:8])[CH:6]=[C:4]2[C:3]=1[C:12]([CH3:14])=[CH:11][C:10](=[O:15])[O:5]2, predict the reactants needed to synthesize it. The reactants are: [C:1]1([CH:9]=[C:7]([OH:8])[CH:6]=[C:4]([OH:5])[CH:3]=1)[OH:2].[C:10](OCC)(=[O:15])[CH2:11][C:12]([CH3:14])=O.S(=O)(=O)(O)O.O.C([O-])(=O)C.[Na+]. (7) Given the product [CH:4]([C:3]1[CH:2]=[CH:7][CH:6]=[C:36]([C:13]2[CH:18]=[CH:17][CH:16]=[CH:15][CH:14]=2)[C:35]=1[O:34][CH3:32])([CH3:8])[CH3:5], predict the reactants needed to synthesize it. The reactants are: Br[C:2]1[CH:7]=[CH:6][CH:5]=[C:4]([CH:8](C)C)[C:3]=1OC.[C:13]1(B(O)O)[CH:18]=[CH:17][CH:16]=[CH:15][CH:14]=1.P([O-])([O-])([O-])=O.[K+].[K+].[K+].[Cl-].[NH4+].[CH2:32]([O:34][CH2:35][CH3:36])C.